Dataset: Full USPTO retrosynthesis dataset with 1.9M reactions from patents (1976-2016). Task: Predict the reactants needed to synthesize the given product. (1) Given the product [F:23][C:20]1[CH:19]=[CH:18][C:17]([C:16]2[C:4]3[CH:3]=[C:2]([C:60]4[CH:61]=[CH:62][C:63]([NH2:66])=[N:64][CH:65]=4)[CH:25]=[CH:24][C:5]=3[C:6]3[C:10]([CH3:11])=[N:9][O:8][C:7]=3[C:12]3([CH2:13][CH2:14]3)[N:15]=2)=[CH:22][CH:21]=1, predict the reactants needed to synthesize it. The reactants are: Cl[C:2]1[CH:25]=[CH:24][C:5]2[C:6]3[C:10]([CH3:11])=[N:9][O:8][C:7]=3[C:12]3([N:15]=[C:16]([C:17]4[CH:22]=[CH:21][C:20]([F:23])=[CH:19][CH:18]=4)[C:4]=2[CH:3]=1)[CH2:14][CH2:13]3.F[B-](F)(F)F.C([PH+](C(C)(C)C)C(C)(C)C)(C)(C)C.P([O-])([O-])([O-])=O.[K+].[K+].[K+].CC1(C)C(C)(C)OB([C:60]2[CH:61]=[CH:62][C:63]([NH2:66])=[N:64][CH:65]=2)O1. (2) Given the product [NH2:20][C:18]1[C:19]2=[C:11]([C:7]3[CH:8]=[CH:9][C:10]4[C:5]([CH:6]=3)=[N:4][N:3]([CH2:27][C:28]3[CH:33]=[CH:32][CH:31]=[CH:30][C:29]=3[F:34])[C:2]=4[NH2:1])[CH:12]=[C:13]([CH:21]3[CH2:26][CH2:25][N:24]([CH2:36][C:37]([N:39]([CH3:41])[CH3:40])=[O:38])[CH2:23][CH2:22]3)[N:14]2[N:15]=[CH:16][N:17]=1, predict the reactants needed to synthesize it. The reactants are: [NH2:1][C:2]1[N:3]([CH2:27][C:28]2[CH:33]=[CH:32][CH:31]=[CH:30][C:29]=2[F:34])[N:4]=[C:5]2[C:10]=1[CH:9]=[CH:8][C:7]([C:11]1[CH:12]=[C:13]([CH:21]3[CH2:26][CH2:25][NH:24][CH2:23][CH2:22]3)[N:14]3[C:19]=1[C:18]([NH2:20])=[N:17][CH:16]=[N:15]3)=[CH:6]2.Cl[CH2:36][C:37]([N:39]([CH3:41])[CH3:40])=[O:38].CCN(C(C)C)C(C)C. (3) The reactants are: [Cl:1][C:2]1[CH:7]=[CH:6][C:5]([NH:8][S:9]([C:12]2[CH:17]=[CH:16][CH:15]=[CH:14][C:13]=2OC)(=[O:11])=[O:10])=[C:4]([CH2:20][C:21]2[CH:26]=[CH:25][CH:24]=[CH:23][C:22]=2[Cl:27])[CH:3]=1.[H-].[Na+].Br[CH2:31][C:32]([O:34][CH2:35][CH3:36])=[O:33].CN([CH:40]=[O:41])C. Given the product [CH2:35]([O:34][C:32](=[O:33])[CH2:31][N:8]([C:5]1[CH:6]=[CH:7][C:2]([Cl:1])=[CH:3][C:4]=1[CH2:20][C:21]1[CH:26]=[CH:25][CH:24]=[CH:23][C:22]=1[Cl:27])[S:9]([C:12]1[CH:17]=[CH:16][CH:15]=[C:14]([O:41][CH3:40])[CH:13]=1)(=[O:10])=[O:11])[CH3:36], predict the reactants needed to synthesize it. (4) Given the product [CH:17]1[CH:18]=[CH:19][CH:20]=[C:13]2[C:14]=1[C:15]1[NH:16][C:11]3[C:6](=[CH:7][CH:8]=[CH:9][CH:10]=3)[C:4]=1[C:2](=[O:3])[NH:12]2, predict the reactants needed to synthesize it. The reactants are: N1[C:11]2[C:6](=[CH:7][CH:8]=[CH:9][CH:10]=2)[C:4](=O)[C:2]1=[O:3].[NH2:12][C:13]1[CH:20]=[CH:19][CH:18]=[CH:17][C:14]=1[CH2:15][NH2:16]. (5) Given the product [F:40][C:39]([F:42])([F:41])[C:37]([OH:43])=[O:38].[F:40][C:39]([F:42])([F:41])[C:37]([OH:43])=[O:38].[NH2:5][CH2:9][CH2:10][NH:11][S:12]([C:15]1[CH:16]=[CH:17][C:18]([C:21]2[CH:26]=[CH:25][N:24]=[C:23]3[NH:27][C:28]([CH2:30][C:31]([NH2:33])=[O:32])=[CH:29][C:22]=23)=[CH:19][CH:20]=1)(=[O:13])=[O:14], predict the reactants needed to synthesize it. The reactants are: CC([N:5]([CH2:9][CH2:10][NH:11][S:12]([C:15]1[CH:20]=[CH:19][C:18]([C:21]2[CH:26]=[CH:25][N:24]=[C:23]3[NH:27][C:28]([CH2:30][C:31]([NH2:33])=[O:32])=[CH:29][C:22]=23)=[CH:17][CH:16]=1)(=[O:14])=[O:13])C(=O)[O-])(C)C.C(Cl)Cl.[C:37]([OH:43])([C:39]([F:42])([F:41])[F:40])=[O:38]. (6) The reactants are: [OH:1][C:2]1[CH:38]=[CH:37][C:5]([C:6]([CH2:8][CH2:9][CH2:10][NH:11][C:12]2[CH:17]=[C:16]([O:18][CH3:19])[CH:15]=[CH:14][C:13]=2[CH:20]2[CH2:29][CH2:28][C:27]3[CH:26]=[C:25]([O:30]C(=O)C(C)(C)C)[CH:24]=[CH:23][C:22]=3[CH2:21]2)=O)=[CH:4][CH:3]=1.Cl[CH2:40][C:41]([N:43]1[CH2:48][CH2:47][CH2:46][CH2:45][CH2:44]1)=O. Given the product [CH3:19][O:18][C:16]1[CH:15]=[CH:14][C:13]([CH:20]2[CH2:29][CH2:28][C:27]3[CH:26]=[C:25]([OH:30])[CH:24]=[CH:23][C:22]=3[CH2:21]2)=[C:12]([NH:11][CH2:10][CH2:9][CH2:8][CH2:6][C:5]2[CH:37]=[CH:38][C:2]([O:1][CH2:40][CH2:41][N:43]3[CH2:48][CH2:47][CH2:46][CH2:45][CH2:44]3)=[CH:3][CH:4]=2)[CH:17]=1, predict the reactants needed to synthesize it.